The task is: Predict the product of the given reaction.. This data is from Forward reaction prediction with 1.9M reactions from USPTO patents (1976-2016). (1) Given the reactants [CH3:1][C:2]1[CH:7]=[C:6]([CH3:8])[NH:5][C:4](=[O:9])[C:3]=1[CH2:10][NH:11][C:12]([C:14]1[C:15]2[CH:35]=[N:34][N:33]([CH:36]([CH3:38])[CH3:37])[C:16]=2[N:17]=[C:18]([C:20]2[CH2:21][CH2:22][N:23]([C:26]([CH:28]3[CH2:32][CH2:31][NH:30][CH2:29]3)=[O:27])[CH2:24][CH:25]=2)[CH:19]=1)=[O:13].C=O.[BH3-][C:42]#N.[Na+], predict the reaction product. The product is: [CH3:1][C:2]1[CH:7]=[C:6]([CH3:8])[NH:5][C:4](=[O:9])[C:3]=1[CH2:10][NH:11][C:12]([C:14]1[C:15]2[CH:35]=[N:34][N:33]([CH:36]([CH3:38])[CH3:37])[C:16]=2[N:17]=[C:18]([C:20]2[CH2:21][CH2:22][N:23]([C:26]([CH:28]3[CH2:32][CH2:31][N:30]([CH3:42])[CH2:29]3)=[O:27])[CH2:24][CH:25]=2)[CH:19]=1)=[O:13]. (2) Given the reactants [CH2:1]([O:5][C:6]1[CH:14]=[CH:13][C:9]([C:10]([OH:12])=O)=[CH:8][CH:7]=1)[CH2:2][CH2:3][CH3:4].[CH3:15][N:16]1[CH2:20][CH:19]2[CH2:21][N:22]([C:24]3[CH:29]=[CH:28][C:27]([NH2:30])=[CH:26][CH:25]=3)[CH2:23][CH:18]2[CH2:17]1, predict the reaction product. The product is: [CH2:1]([O:5][C:6]1[CH:7]=[CH:8][C:9]([C:10]([NH:30][C:27]2[CH:26]=[CH:25][C:24]([N:22]3[CH2:23][CH:18]4[CH:19]([CH2:20][N:16]([CH3:15])[CH2:17]4)[CH2:21]3)=[CH:29][CH:28]=2)=[O:12])=[CH:13][CH:14]=1)[CH2:2][CH2:3][CH3:4].